From a dataset of Full USPTO retrosynthesis dataset with 1.9M reactions from patents (1976-2016). Predict the reactants needed to synthesize the given product. (1) Given the product [C:3](=[O:4])([O-:6])[O-:5].[Na+:2].[Na+:2].[C:3](=[O:5])=[O:4], predict the reactants needed to synthesize it. The reactants are: [Cl-].[Na+:2].[C:3](=[O:6])([O-:5])[O-:4].[Na+].[Na+]. (2) Given the product [Br:36][C:37]1[CH:38]=[C:39]([N+:53]([O-:55])=[O:54])[C:40]([OH:52])=[C:41]([CH2:43]/[CH:46]=[CH:47]/[CH3:48])[CH:42]=1, predict the reactants needed to synthesize it. The reactants are: BrC1C=CC(OC(C=C)C)=C([N+]([O-])=O)C=1.BrC1C=CC(OCC=CC2C=CC=CC=2)=C([N+]([O-])=O)C=1.[Br:36][C:37]1[CH:42]=[C:41]([CH:43]([C:46]2C=CC=[CH:48][CH:47]=2)C=C)[C:40]([OH:52])=[C:39]([N+:53]([O-:55])=[O:54])[CH:38]=1. (3) Given the product [OH:1][C:2]1[CH:11]=[CH:10][C:5]2[C:6](=[O:9])[CH2:7][O:8][C:4]=2[C:3]=1[CH2:12][N:13]1[CH2:18][CH2:17][N:16]([CH3:19])[CH2:15][CH2:14]1, predict the reactants needed to synthesize it. The reactants are: [OH:1][C:2]1[CH:11]=[CH:10][C:5]2[C:6](=[O:9])[CH2:7][O:8][C:4]=2[CH:3]=1.[CH3:12][N:13]1[CH2:18][CH2:17][NH:16][CH2:15][CH2:14]1.[CH2:19]=O. (4) Given the product [I:15][C:16]1[CH:24]=[CH:23][C:19]([C:20]([O:1][CH2:2][C:3]2[NH:8][C:7](=[O:9])[CH:6]=[CH:5][CH:4]=2)=[O:21])=[CH:18][CH:17]=1, predict the reactants needed to synthesize it. The reactants are: [OH:1][CH2:2][C:3]1[NH:8][C:7](=[O:9])[CH:6]=[CH:5][CH:4]=1.[Li]CCCC.[I:15][C:16]1[CH:24]=[CH:23][C:19]([C:20](Cl)=[O:21])=[CH:18][CH:17]=1. (5) Given the product [F:20][C:17]([F:18])([F:19])[C:13]1[CH:14]=[CH:15][CH:16]=[C:11]([Cl:10])[C:12]=1[CH:21]=[O:22], predict the reactants needed to synthesize it. The reactants are: ClC1C=CC(C)=CC=1.[Li].[Cl:10][C:11]1[CH:12]=[C:13]([C:17]([F:20])([F:19])[F:18])[CH:14]=[CH:15][CH:16]=1.[CH:21](OC)=[O:22].Cl. (6) Given the product [CH2:1]([C:8]1[S:12][C:11]2[CH:13]=[C:14]([O:17][CH3:18])[CH:15]=[CH:16][C:10]=2[C:9]=1[CH:19]([C:21]1[CH:22]=[CH:23][C:24]([O:27][CH2:28][CH2:29][N:30]2[CH2:35][CH2:34][CH2:33][CH2:32][CH2:31]2)=[CH:25][CH:26]=1)[OH:20])[C:2]1[CH:3]=[CH:4][CH:5]=[CH:6][CH:7]=1, predict the reactants needed to synthesize it. The reactants are: [CH2:1]([C:8]1[S:12][C:11]2[CH:13]=[C:14]([O:17][CH3:18])[CH:15]=[CH:16][C:10]=2[C:9]=1[C:19]([C:21]1[CH:26]=[CH:25][C:24]([O:27][CH2:28][CH2:29][N:30]2[CH2:35][CH2:34][CH2:33][CH2:32][CH2:31]2)=[CH:23][CH:22]=1)=[O:20])[C:2]1[CH:7]=[CH:6][CH:5]=[CH:4][CH:3]=1.[H-].[H-].[H-].[H-].[Li+].[Al+3]. (7) Given the product [CH:14]1([C:17]([N:19]2[CH2:20][CH2:21][C:22]([CH2:26][N:27]3[C:32](=[O:33])[C:31]4[CH:34]=[N:35][N:36]([C:37]5[CH:42]=[CH:41][C:40]([C:2]6[CH:7]=[N:6][C:5]([N:8]7[CH2:12][CH2:11][CH:10]([OH:13])[CH2:9]7)=[CH:4][CH:3]=6)=[CH:39][CH:38]=5)[C:30]=4[N:29]=[CH:28]3)([OH:25])[CH2:23][CH2:24]2)=[O:18])[CH2:16][CH2:15]1, predict the reactants needed to synthesize it. The reactants are: Br[C:2]1[CH:3]=[CH:4][C:5]([N:8]2[CH2:12][CH2:11][CH:10]([OH:13])[CH2:9]2)=[N:6][CH:7]=1.[CH:14]1([C:17]([N:19]2[CH2:24][CH2:23][C:22]([CH2:26][N:27]3[C:32](=[O:33])[C:31]4[CH:34]=[N:35][N:36]([C:37]5[CH:42]=[CH:41][C:40](B6OC(C)(C)C(C)(C)O6)=[CH:39][CH:38]=5)[C:30]=4[N:29]=[CH:28]3)([OH:25])[CH2:21][CH2:20]2)=[O:18])[CH2:16][CH2:15]1.CN(C=O)C.C(=O)([O-])[O-].[Na+].[Na+].